From a dataset of Catalyst prediction with 721,799 reactions and 888 catalyst types from USPTO. Predict which catalyst facilitates the given reaction. (1) Reactant: Br[C:2]1[CH:7]=[CH:6][CH:5]=[CH:4][C:3]=1[O:8][CH2:9][CH2:10][CH:11]([CH3:13])[CH3:12].C([Li])CCC.[B:19](OCC)([O:23]CC)[O:20]CC. Product: [CH2:9]([O:8][C:3]1[CH:4]=[CH:5][CH:6]=[CH:7][C:2]=1[B:19]([OH:23])[OH:20])[CH2:10][CH:11]([CH3:13])[CH3:12]. The catalyst class is: 1. (2) Reactant: C([N:4]([CH2:11][CH2:12][CH2:13][CH2:14][CH2:15][CH2:16][CH2:17][CH3:18])[C:5]1[CH:10]=[CH:9][CH:8]=[CH:7][CH:6]=1)(=O)C.Cl.[OH-].[K+]. Product: [CH2:11]([NH:4][C:5]1[CH:6]=[CH:7][CH:8]=[CH:9][CH:10]=1)[CH2:12][CH2:13][CH2:14][CH2:15][CH2:16][CH2:17][CH3:18]. The catalyst class is: 6. (3) Reactant: [F:1][C:2]([F:54])([F:53])[O:3][C:4]1[CH:9]=[CH:8][C:7](/[CH:10]=[CH:11]/[C:12]2[O:13][CH:14]=[C:15]([CH2:17][O:18][C:19]3[CH:24]=[CH:23][C:22]([CH2:25][CH2:26][CH2:27][CH2:28][C:29]4[N:30]=[N:31][N:32](C(C5C=CC=CC=5)(C5C=CC=CC=5)C5C=CC=CC=5)[CH:33]=4)=[CH:21][CH:20]=3)[N:16]=2)=[CH:6][CH:5]=1.C(O)=O.C1COCC1.[OH-].[Na+]. Product: [F:53][C:2]([F:1])([F:54])[O:3][C:4]1[CH:9]=[CH:8][C:7](/[CH:10]=[CH:11]/[C:12]2[O:13][CH:14]=[C:15]([CH2:17][O:18][C:19]3[CH:24]=[CH:23][C:22]([CH2:25][CH2:26][CH2:27][CH2:28][C:29]4[N:30]=[N:31][NH:32][CH:33]=4)=[CH:21][CH:20]=3)[N:16]=2)=[CH:6][CH:5]=1. The catalyst class is: 6. (4) Reactant: [Br:1][C:2]1[C:6]2[N:7]=[C:8]([O:11][CH3:12])[N:9]=[CH:10][C:5]=2[S:4][CH:3]=1.[Li+].[Cl-].C([C:17]([O:19][CH3:20])=[O:18])#N. Product: [Br:1][C:2]1[C:6]2[N:7]=[C:8]([O:11][CH3:12])[N:9]=[CH:10][C:5]=2[S:4][C:3]=1[C:17]([O:19][CH3:20])=[O:18]. The catalyst class is: 1. (5) Reactant: [Br:1][C:2]1[CH:7]=[CH:6][C:5]([C@H:8]([C:19]2[CH:24]=[CH:23][CH:22]=[CH:21][C:20]=2[CH3:25])[CH2:9][C:10]([C:12]2[CH:13]=[CH:14][C:15](=[O:18])[NH:16][CH:17]=2)=[O:11])=[CH:4][CH:3]=1.IC.[C:28](=O)([O-])[O-].[K+].[K+]. Product: [Br:1][C:2]1[CH:3]=[CH:4][C:5]([C@H:8]([C:19]2[CH:24]=[CH:23][CH:22]=[CH:21][C:20]=2[CH3:25])[CH2:9][C:10]([C:12]2[CH:13]=[CH:14][C:15](=[O:18])[N:16]([CH3:28])[CH:17]=2)=[O:11])=[CH:6][CH:7]=1. The catalyst class is: 80. (6) Reactant: [CH2:1]([N:3]1[C:7]([C:8]([OH:10])=O)=[CH:6][CH:5]=[N:4]1)[CH3:2].S(Cl)(Cl)=O.[NH2:15][C:16]1[CH:17]=[C:18]([CH:31]=[CH:32][CH:33]=1)[C:19]([C:21]1[CH:29]=[C:28]2[C:24]([CH2:25][C:26](=[O:30])[NH:27]2)=[CH:23][CH:22]=1)=[O:20]. Product: [O:30]=[C:26]1[CH2:25][C:24]2[C:28](=[CH:29][C:21]([C:19]([C:18]3[CH:17]=[C:16]([NH:15][C:8]([C:7]4[N:3]([CH2:1][CH3:2])[N:4]=[CH:5][CH:6]=4)=[O:10])[CH:33]=[CH:32][CH:31]=3)=[O:20])=[CH:22][CH:23]=2)[NH:27]1. The catalyst class is: 1. (7) Reactant: [NH2:1][S:2](/[CH:5]=[CH:6]/[C:7]1[C:8]([CH3:29])=[N:9][N:10]([CH3:28])[C:11]=1[O:12][C:13]1[C:14]([Cl:27])=[CH:15][C:16]([Cl:26])=[C:17]([CH:25]=1)[O:18][C@@H:19]([CH3:24])[C:20]([O:22][CH3:23])=[O:21])(=[O:4])=[O:3]. Product: [NH2:1][S:2]([CH2:5][CH2:6][C:7]1[C:8]([CH3:29])=[N:9][N:10]([CH3:28])[C:11]=1[O:12][C:13]1[C:14]([Cl:27])=[CH:15][C:16]([Cl:26])=[C:17]([CH:25]=1)[O:18][C@@H:19]([CH3:24])[C:20]([O:22][CH3:23])=[O:21])(=[O:4])=[O:3]. The catalyst class is: 214.